Predict the product of the given reaction. From a dataset of Forward reaction prediction with 1.9M reactions from USPTO patents (1976-2016). (1) Given the reactants Cl[CH2:2][C:3]1[CH:4]=[CH:5][C:6]2[S:11][C:10]3[N:12]=[CH:13][CH:14]=[N:15][C:9]=3[N:8]([CH2:16][O:17][CH3:18])[C:7]=2[CH:19]=1.[N:20]1[CH:28]=[C:27]2[C:23]([N:24]=[CH:25][NH:26]2)=[N:22][CH:21]=1.[H-].[Na+], predict the reaction product. The product is: [N:20]1[CH:28]=[C:27]2[C:23]([N:24]([CH2:2][C:3]3[CH:4]=[CH:5][C:6]4[S:11][C:10]5[N:12]=[CH:13][CH:14]=[N:15][C:9]=5[N:8]([CH2:16][O:17][CH3:18])[C:7]=4[CH:19]=3)[CH:25]=[N:26]2)=[N:22][CH:21]=1.[N:20]1[CH:28]=[C:27]2[C:23]([N:24]=[CH:25][N:26]2[CH2:2][C:3]2[CH:4]=[CH:5][C:6]3[S:11][C:10]4[N:12]=[CH:13][CH:14]=[N:15][C:9]=4[N:8]([CH2:16][O:17][CH3:18])[C:7]=3[CH:19]=2)=[N:22][CH:21]=1. (2) Given the reactants [NH2:1][C:2]1[CH:7]=[CH:6][C:5]([N:8]2[C:12]([CH3:13])=[CH:11][C:10]([C:14]([N:16]([CH2:21][CH2:22][CH2:23][CH3:24])[CH2:17][CH2:18][CH2:19][CH3:20])=[O:15])=[N:9]2)=[C:4]([C:25]([N:27]2[C@H:36]([CH2:37][O:38][Si:39]([C:42]([CH3:45])([CH3:44])[CH3:43])([CH3:41])[CH3:40])[CH2:35][C:34]3[C:29](=[CH:30][CH:31]=[CH:32][CH:33]=3)[CH2:28]2)=[O:26])[CH:3]=1.CCN(CC)CC.[C:53]1([S:59](Cl)(=[O:61])=[O:60])[CH:58]=[CH:57][CH:56]=[CH:55][CH:54]=1, predict the reaction product. The product is: [CH2:17]([N:16]([CH2:21][CH2:22][CH2:23][CH3:24])[C:14]([C:10]1[CH:11]=[C:12]([CH3:13])[N:8]([C:5]2[CH:6]=[CH:7][C:2]([NH:1][S:59]([C:53]3[CH:58]=[CH:57][CH:56]=[CH:55][CH:54]=3)(=[O:61])=[O:60])=[CH:3][C:4]=2[C:25]([N:27]2[C@H:36]([CH2:37][O:38][Si:39]([C:42]([CH3:43])([CH3:45])[CH3:44])([CH3:41])[CH3:40])[CH2:35][C:34]3[C:29](=[CH:30][CH:31]=[CH:32][CH:33]=3)[CH2:28]2)=[O:26])[N:9]=1)=[O:15])[CH2:18][CH2:19][CH3:20]. (3) Given the reactants [F:1][C:2]1[CH:7]=[CH:6][C:5]([CH2:8][NH:9][C@@H:10]2[C@@H:16]3[CH2:17][CH2:18][C@@H:12]([C@@H:13]4[C@H:15]3[CH2:14]4)[C@@H:11]2[C:19](OC)=[O:20])=[CH:4][CH:3]=1.[CH3:23][S:24]([NH:27][C:28]1[CH:43]=[CH:42][C:31]2[NH:32][C:33]([CH2:38][C:39](O)=[O:40])=[N:34][S:35](=[O:37])(=[O:36])[C:30]=2[CH:29]=1)(=[O:26])=[O:25].CN1CCOCC1.Cl.CN(C)CCCN=C=NCC.C(N(CC)CC)C, predict the reaction product. The product is: [F:1][C:2]1[CH:3]=[CH:4][C:5]([CH2:8][N:9]2[C:39](=[O:40])[C:38]([C:33]3[NH:32][C:31]4[CH:42]=[CH:43][C:28]([NH:27][S:24]([CH3:23])(=[O:26])=[O:25])=[CH:29][C:30]=4[S:35](=[O:37])(=[O:36])[N:34]=3)=[C:19]([OH:20])[C@@H:11]3[C@H:10]2[C@@H:16]2[CH2:17][CH2:18][C@H:12]3[C@@H:13]3[C@H:15]2[CH2:14]3)=[CH:6][CH:7]=1. (4) Given the reactants Br[C:2]1[CH:3]=[C:4]([C:8]2([CH3:12])[CH2:11][CH2:10][O:9]2)[CH:5]=[CH:6][CH:7]=1.CC1(C)C(C)(C)OB([C:21]2[CH:26]=[CH:25][N:24]3[C:27]([C:30]4[CH:31]=[C:32]([NH:36][C:37]([NH:39][CH2:40][C:41]([F:44])([F:43])[F:42])=[O:38])[CH:33]=[CH:34][CH:35]=4)=[CH:28][N:29]=[C:23]3[CH:22]=2)O1, predict the reaction product. The product is: [CH3:12][C:8]1([C:4]2[CH:3]=[C:2]([C:21]3[CH:26]=[CH:25][N:24]4[C:27]([C:30]5[CH:31]=[C:32]([NH:36][C:37]([NH:39][CH2:40][C:41]([F:42])([F:44])[F:43])=[O:38])[CH:33]=[CH:34][CH:35]=5)=[CH:28][N:29]=[C:23]4[CH:22]=3)[CH:7]=[CH:6][CH:5]=2)[CH2:11][CH2:10][O:9]1. (5) Given the reactants C(OC([N:8]1[CH2:13][CH2:12][CH:11]([C:14]2[CH:15]=[N:16][C:17]([NH:20][C:21]3[C:22]4[N:23]([CH:54]=[CH:55][N:56]=4)[CH:24]=[C:25]([C:27]4[CH:32]=[CH:31][CH:30]=[C:29]([N:33]5[N:42]=[CH:41][C:40]6[C:35](=[C:36]([F:47])[CH:37]=[C:38]([C:43]([CH3:46])([CH3:45])[CH3:44])[CH:39]=6)[C:34]5=[O:48])[C:28]=4[CH2:49][O:50][C:51](=[O:53])[CH3:52])[CH:26]=3)=[CH:18][CH:19]=2)[CH2:10][CH2:9]1)=O)(C)(C)C.C(O)(C(F)(F)F)=O, predict the reaction product. The product is: [C:43]([C:38]1[CH:39]=[C:40]2[C:35](=[C:36]([F:47])[CH:37]=1)[C:34](=[O:48])[N:33]([C:29]1[CH:30]=[CH:31][CH:32]=[C:27]([C:25]3[CH:26]=[C:21]([NH:20][C:17]4[N:16]=[CH:15][C:14]([CH:11]5[CH2:12][CH2:13][NH:8][CH2:9][CH2:10]5)=[CH:19][CH:18]=4)[C:22]4[N:23]([CH:54]=[CH:55][N:56]=4)[CH:24]=3)[C:28]=1[CH2:49][O:50][C:51](=[O:53])[CH3:52])[N:42]=[CH:41]2)([CH3:44])([CH3:45])[CH3:46]. (6) Given the reactants IC.Br[CH2:4]C1OC(C(F)(F)F)=CC=1.[OH:14][C:15]1[C:20]([C:21]#[N:22])=[CH:19][C:18]2[C:23]3([CH2:42][O:43][C:17]=2[CH:16]=1)[C:31]1[C:26](=[CH:27][CH:28]=[CH:29][CH:30]=1)[N:25]([CH2:32][C:33]1[CH:38]=[CH:37][C:36]([O:39][CH3:40])=[CH:35][CH:34]=1)[C:24]3=[O:41].CC1C2C=C3C4(C5C(=CC=CC=5)NC4=O)COC3=CC=2ON=1, predict the reaction product. The product is: [CH3:4][O:14][C:15]1[C:20]([C:21]#[N:22])=[CH:19][C:18]2[C:23]3([CH2:42][O:43][C:17]=2[CH:16]=1)[C:31]1[C:26](=[CH:27][CH:28]=[CH:29][CH:30]=1)[N:25]([CH2:32][C:33]1[CH:38]=[CH:37][C:36]([O:39][CH3:40])=[CH:35][CH:34]=1)[C:24]3=[O:41]. (7) Given the reactants [CH2:1]([O:3][C:4]1[C:13]2[C:8](=[CH:9][CH:10]=[C:11]([CH:14]=[C:15]3[S:19][C:18](=S)[NH:17][C:16]3=[O:21])[CH:12]=2)[N:7]=[C:6]([NH:22][C:23](=[O:25])[CH3:24])[CH:5]=1)[CH3:2].C([N:29](C(C)C)CC)(C)C.CI.N.CO, predict the reaction product. The product is: [NH2:29][C:18]1[S:19][C:15](=[CH:14][C:11]2[CH:12]=[C:13]3[C:8](=[CH:9][CH:10]=2)[N:7]=[C:6]([NH:22][C:23](=[O:25])[CH3:24])[CH:5]=[C:4]3[O:3][CH2:1][CH3:2])[C:16](=[O:21])[N:17]=1.